Dataset: Forward reaction prediction with 1.9M reactions from USPTO patents (1976-2016). Task: Predict the product of the given reaction. (1) The product is: [CH3:26][O:27][CH:28]=[C:24]1[CH2:25][CH2:55][CH:50]([CH:47]2[CH2:46][CH2:45][CH:44]([C:38]3[CH:39]=[C:40]([F:43])[C:41]([F:42])=[C:36]([F:35])[CH:37]=3)[CH2:49][CH2:48]2)[CH2:51][CH2:52]1. Given the reactants ClP(COC)(C1C=CC=CC=1)(C1C=CC=CC=1)C1C=CC=CC=1.[CH2:24]1[CH2:28][O:27][CH2:26][CH2:25]1.CC(C)([O-])C.[K+].[F:35][C:36]1[CH:37]=[C:38]([CH:44]2[CH2:49][CH2:48][CH:47]([CH:50]3[CH2:55]CC(=O)[CH2:52][CH2:51]3)[CH2:46][CH2:45]2)[CH:39]=[C:40]([F:43])[C:41]=1[F:42], predict the reaction product. (2) The product is: [OH:2][C:3]1[CH:4]=[C:5]2[C:9](=[CH:10][CH:11]=1)[NH:8][N:7]=[CH:6]2. Given the reactants C[O:2][C:3]1[CH:4]=[C:5]2[C:9](=[CH:10][CH:11]=1)[NH:8][N:7]=[CH:6]2.B(Br)(Br)Br.[OH-].[Na+], predict the reaction product.